From a dataset of Forward reaction prediction with 1.9M reactions from USPTO patents (1976-2016). Predict the product of the given reaction. Given the reactants [Br:1][C:2]1[CH:11]=[CH:10][C:5]([C:6]([O:8]C)=O)=[C:4]([CH2:12]Br)[CH:3]=1.[CH:14]1([NH2:19])[CH2:18][CH2:17][CH2:16][CH2:15]1.C(N(CC)CC)C, predict the reaction product. The product is: [Br:1][C:2]1[CH:3]=[C:4]2[C:5](=[CH:10][CH:11]=1)[C:6](=[O:8])[N:19]([CH:14]1[CH2:18][CH2:17][CH2:16][CH2:15]1)[CH2:12]2.